Dataset: Reaction yield outcomes from USPTO patents with 853,638 reactions. Task: Predict the reaction yield, written as a fraction of the theoretical maximum amount of product (1.0 means a 100% yield; for example, 0.34 means a 34% yield). (1) The reactants are [CH2:1]([O:3][C:4]1[C:16]([O:17][C:18]([F:21])([F:20])[F:19])=[CH:15][CH:14]=[CH:13][C:5]=1[CH2:6][N:7]([CH3:12])[C:8](=[O:11])[CH:9]=[CH2:10])[CH3:2].C(N(C(C)C)CC)(C)C.Br[C:32]1[CH:45]=[N:44][C:35]2[NH:36][C:37](=[O:43])[C:38]([CH3:42])([CH3:41])[NH:39][CH2:40][C:34]=2[CH:33]=1.CC1C=CC=CC=1P(C1C=CC=CC=1C)C1C=CC=CC=1C. The catalyst is C(#N)CC.CN(C=O)C.CC([O-])=O.CC([O-])=O.[Pd+2]. The product is [CH3:41][C:38]1([CH3:42])[C:37](=[O:43])[NH:36][C:35]2[N:44]=[CH:45][C:32](/[CH:10]=[CH:9]/[C:8]([N:7]([CH3:12])[CH2:6][C:5]3[CH:13]=[CH:14][CH:15]=[C:16]([O:17][C:18]([F:19])([F:20])[F:21])[C:4]=3[O:3][CH2:1][CH3:2])=[O:11])=[CH:33][C:34]=2[CH2:40][NH:39]1. The yield is 0.310. (2) The reactants are Cl.[CH2:2]1[C:7]2([CH2:12][CH2:11][NH:10][CH2:9][CH2:8]2)[CH2:6][CH2:5][N:4]([C:13]([O:15][C:16]([CH3:19])([CH3:18])[CH3:17])=[O:14])[CH2:3]1.[O:20]([C:27]1[CH:28]=[C:29]([CH:32]=[CH:33][CH:34]=1)[CH:30]=O)[C:21]1[CH:26]=[CH:25][CH:24]=[CH:23][CH:22]=1.C(N(CC)CC)C.C(O[BH-](OC(=O)C)OC(=O)C)(=O)C.[Na+].ClC(Cl)C. The catalyst is CN(C)C=O. The product is [O:20]([C:27]1[CH:28]=[C:29]([CH:32]=[CH:33][CH:34]=1)[CH2:30][N:10]1[CH2:11][CH2:12][C:7]2([CH2:2][CH2:3][N:4]([C:13]([O:15][C:16]([CH3:19])([CH3:18])[CH3:17])=[O:14])[CH2:5][CH2:6]2)[CH2:8][CH2:9]1)[C:21]1[CH:22]=[CH:23][CH:24]=[CH:25][CH:26]=1. The yield is 0.470. (3) The reactants are [F:1][C:2]([F:19])([F:18])[C:3]1[CH:4]=[C:5]([C:13]2[N:17]=[CH:16][NH:15][N:14]=2)[CH:6]=[C:7]([C:9]([F:12])([F:11])[F:10])[CH:8]=1.C1N2CCN(CC2)C1.I/[CH:29]=[CH:30]\[C:31]([O:33][CH:34]([CH3:36])[CH3:35])=[O:32]. The catalyst is CN(C=O)C. The product is [F:19][C:2]([F:1])([F:18])[C:3]1[CH:4]=[C:5]([C:13]2[N:17]=[CH:16][N:15](/[CH:29]=[CH:30]\[C:31]([O:33][CH:34]([CH3:36])[CH3:35])=[O:32])[N:14]=2)[CH:6]=[C:7]([C:9]([F:10])([F:12])[F:11])[CH:8]=1. The yield is 0.610. (4) The reactants are [O:1]1[C:6]2([CH2:11][CH2:10][O:9][CH2:8][CH2:7]2)[O:5][CH2:4][CH:3]([CH2:12][OH:13])[CH2:2]1.[H-].[Na+].Cl[C:17]1[CH:22]=[CH:21][N+:20]([O-:23])=[C:19]([CH3:24])[C:18]=1[CH3:25]. The catalyst is CS(C)=O. The product is [CH3:24][C:19]1[C:18]([CH3:25])=[C:17]([O:13][CH2:12][CH:3]2[CH2:4][O:5][C:6]3([CH2:7][CH2:8][O:9][CH2:10][CH2:11]3)[O:1][CH2:2]2)[CH:22]=[CH:21][N+:20]=1[O-:23]. The yield is 0.662. (5) The reactants are C1N=CN([C:6](N2C=NC=C2)=[O:7])C=1.[NH2:13][C:14]1[CH:15]=[C:16]([CH:24]2[C:29]([C:30]3[CH:35]=[CH:34][CH:33]=[CH:32][CH:31]=3)=[C:28]([C:36]3[CH:41]=[CH:40][CH:39]=[CH:38][CH:37]=3)[NH:27][C:26](=[O:42])[NH:25]2)[CH:17]=[C:18]([O:21][CH2:22][CH3:23])[C:19]=1[OH:20].O. The catalyst is C1COCC1. The product is [CH2:22]([O:21][C:18]1[C:19]2[O:20][C:6](=[O:7])[NH:13][C:14]=2[CH:15]=[C:16]([CH:24]2[C:29]([C:30]3[CH:35]=[CH:34][CH:33]=[CH:32][CH:31]=3)=[C:28]([C:36]3[CH:41]=[CH:40][CH:39]=[CH:38][CH:37]=3)[NH:27][C:26](=[O:42])[NH:25]2)[CH:17]=1)[CH3:23]. The yield is 0.300. (6) The product is [OH:8][CH2:7][C:6]1[C:5]([S:13][CH3:14])=[CH:4][C:3]([NH:15][S:16]([CH3:19])(=[O:17])=[O:18])=[C:2]([I:1])[CH:12]=1. The yield is 0.800. The catalyst is C1(C)C=CC=CC=1. The reactants are [I:1][C:2]1[C:3]([NH:15][S:16]([CH3:19])(=[O:18])=[O:17])=[CH:4][C:5]([S:13][CH3:14])=[C:6]([CH:12]=1)[C:7](OCC)=[O:8].[H-].C([Al+]CC(C)C)C(C)C. (7) The reactants are CO[C:3]([C:5]1[CH:6]=[CH:7][C:8]2[N:9]([CH:20]=[N:21][CH:22]=2)[C:10]=1[NH:11][C:12]1[CH:17]=[CH:16][C:15]([I:18])=[CH:14][C:13]=1[F:19])=[O:4].[CH:23]([O:25][CH2:26][CH2:27][O:28][NH2:29])=[CH2:24].C[Si]([N-][Si](C)(C)C)(C)C.[Li+]. The catalyst is C1COCC1. The product is [CH:23]([O:25][CH2:26][CH2:27][O:28][NH:29][C:3]([C:5]1[CH:6]=[CH:7][C:8]2[N:9]([CH:20]=[N:21][CH:22]=2)[C:10]=1[NH:11][C:12]1[CH:17]=[CH:16][C:15]([I:18])=[CH:14][C:13]=1[F:19])=[O:4])=[CH2:24]. The yield is 0.610. (8) The reactants are [Cl:1][C:2]1[CH:7]=[CH:6][C:5]([C:8]2([C:11]([OH:13])=O)[CH2:10][CH2:9]2)=[CH:4][CH:3]=1.[K+].[CH3:15][O:16][C:17](=[O:22])[CH2:18]C([O-])=O. No catalyst specified. The product is [Cl:1][C:2]1[CH:3]=[CH:4][C:5]([C:8]2([C:11](=[O:13])[CH2:18][C:17]([O:16][CH3:15])=[O:22])[CH2:9][CH2:10]2)=[CH:6][CH:7]=1. The yield is 0.780. (9) The yield is 0.650. The catalyst is C(#N)C.CN(C)C1C=CN=CC=1.OP([O-])(O)=O.[K+]. The product is [P:40]([O:1][C:2]1[CH:9]=[CH:8][CH:7]=[C:6]([O:10][CH2:11][C:12]2[C:13]([C:18]3[N:22]([CH:23]([CH3:25])[CH3:24])[N:21]=[CH:20][CH:19]=3)=[N:14][CH:15]=[CH:16][CH:17]=2)[C:3]=1[CH:4]=[O:5])([O:41][CH2:42][C:43]1[CH:48]=[CH:47][CH:46]=[CH:45][CH:44]=1)([O:49][CH2:50][C:51]1[CH:56]=[CH:55][CH:54]=[CH:53][CH:52]=1)=[O:57]. The reactants are [OH:1][C:2]1[CH:9]=[CH:8][CH:7]=[C:6]([O:10][CH2:11][C:12]2[C:13]([C:18]3[N:22]([CH:23]([CH3:25])[CH3:24])[N:21]=[CH:20][CH:19]=3)=[N:14][CH:15]=[CH:16][CH:17]=2)[C:3]=1[CH:4]=[O:5].C(N(C(C)C)C(C)C)C.C(Cl)(Cl)(Cl)Cl.[PH:40](=[O:57])([O:49][CH2:50][C:51]1[CH:56]=[CH:55][CH:54]=[CH:53][CH:52]=1)[O:41][CH2:42][C:43]1[CH:48]=[CH:47][CH:46]=[CH:45][CH:44]=1. (10) The reactants are C([N-]C(C)C)(C)C.[Li+].[CH3:9][C:10]1[CH:11]=[C:12]([CH:14]=[C:15]([C:17]2[S:21][CH:20]=[N:19][CH:18]=2)[CH:16]=1)[NH2:13].[CH3:22][C:23]1([CH3:34])[CH:28]([CH3:29])[C:27](=[O:30])[CH2:26][CH2:25][CH:24]1[C:31]([OH:33])=[O:32]. The catalyst is C1COCC1.CCOC(C)=O. The product is [NH2:13][C:12]1[CH:14]=[C:15]([C:17]2[S:21][C:20]([C:27]3([OH:30])[CH2:26][CH2:25][CH:24]([C:31]([OH:33])=[O:32])[C:23]([CH3:22])([CH3:34])[CH:28]3[CH3:29])=[N:19][CH:18]=2)[CH:16]=[C:10]([CH3:9])[CH:11]=1. The yield is 0.120.